The task is: Predict the reactants needed to synthesize the given product.. This data is from Full USPTO retrosynthesis dataset with 1.9M reactions from patents (1976-2016). Given the product [OH:18][CH2:17][C:16]([CH3:20])([CH3:19])[CH2:15][CH2:14][CH2:13][CH2:12][NH:11][C:2]([NH:1][CH2:4][CH2:5][CH2:6][C:7]([O:9][CH3:10])=[O:8])=[O:3], predict the reactants needed to synthesize it. The reactants are: [N:1]([CH2:4][CH2:5][CH2:6][C:7]([O:9][CH3:10])=[O:8])=[C:2]=[O:3].[NH2:11][CH2:12][CH2:13][CH2:14][CH2:15][C:16]([CH3:20])([CH3:19])[CH2:17][OH:18].